The task is: Regression. Given a peptide amino acid sequence and an MHC pseudo amino acid sequence, predict their binding affinity value. This is MHC class II binding data.. This data is from Peptide-MHC class II binding affinity with 134,281 pairs from IEDB. (1) The peptide sequence is YAGIRRDGLLLRLVD. The MHC is H-2-IAs with pseudo-sequence H-2-IAs. The binding affinity (normalized) is 0.212. (2) The peptide sequence is SQDLELSWNLNGLQQY. The MHC is DRB1_0802 with pseudo-sequence DRB1_0802. The binding affinity (normalized) is 0.439. (3) The peptide sequence is LIGNGGAGGAGGVGA. The MHC is DRB1_0701 with pseudo-sequence DRB1_0701. The binding affinity (normalized) is 0.590. (4) The peptide sequence is LVGPTPVNIIGRNMLTQIGC. The MHC is DRB1_0404 with pseudo-sequence DRB1_0404. The binding affinity (normalized) is 0.314. (5) The peptide sequence is EIKSTKPEASSGEPVVVHIT. The MHC is DRB1_1501 with pseudo-sequence DRB1_1501. The binding affinity (normalized) is 0.346.